From a dataset of hERG Central: cardiac toxicity at 1µM, 10µM, and general inhibition. Predict hERG channel inhibition at various concentrations. The molecule is CN1C(CC(=O)c2ccccc2)CCCC1CC(O)c1ccccc1. Results: hERG_inhib (hERG inhibition (general)): blocker.